Dataset: NCI-60 drug combinations with 297,098 pairs across 59 cell lines. Task: Regression. Given two drug SMILES strings and cell line genomic features, predict the synergy score measuring deviation from expected non-interaction effect. Drug 1: C1=NC2=C(N1)C(=S)N=CN2. Drug 2: C1CN(CCN1C(=O)CCBr)C(=O)CCBr. Cell line: MALME-3M. Synergy scores: CSS=22.8, Synergy_ZIP=-7.85, Synergy_Bliss=-0.906, Synergy_Loewe=-3.63, Synergy_HSA=1.08.